This data is from Full USPTO retrosynthesis dataset with 1.9M reactions from patents (1976-2016). The task is: Predict the reactants needed to synthesize the given product. (1) Given the product [C:48]([O:52][C:53]([N:55]1[CH2:59][CH2:58][CH2:57][C@H:56]1[CH2:60][O:61][C:31]1[CH:32]=[CH:33][C:34]([N+:39]([O-:41])=[O:40])=[C:35]([O:37][CH3:38])[N:36]=1)=[O:54])([CH3:51])([CH3:50])[CH3:49], predict the reactants needed to synthesize it. The reactants are: C1(C2C3C(=CC=CC=3)C=CC=2)C2C(=CC=CC=2)C=CC=1P(C(C)(C)C)C(C)(C)C.Br[C:31]1[N:36]=[C:35]([O:37][CH3:38])[C:34]([N+:39]([O-:41])=[O:40])=[CH:33][CH:32]=1.C([O-])([O-])=O.[Cs+].[Cs+].[C:48]([O:52][C:53]([N:55]1[CH2:59][CH2:58][CH2:57][C@H:56]1[CH2:60][OH:61])=[O:54])([CH3:51])([CH3:50])[CH3:49]. (2) Given the product [OH:1][CH2:17][CH2:16][CH:15]([N:5]([CH3:4])[S:6]([C:9]1[CH:14]=[CH:13][CH:12]=[CH:11][CH:10]=1)(=[O:8])=[O:7])[C:19]1[CH:24]=[CH:23][CH:22]=[CH:21][CH:20]=1, predict the reactants needed to synthesize it. The reactants are: [O:1]=[O+][O-].[CH3:4][N:5]([CH:15]([C:19]1[CH:24]=[CH:23][CH:22]=[CH:21][CH:20]=1)[CH2:16][CH:17]=C)[S:6]([C:9]1[CH:14]=[CH:13][CH:12]=[CH:11][CH:10]=1)(=[O:8])=[O:7].[BH4-].[Na+]. (3) Given the product [C:1]([O:5][C:6]([N:8]1[CH2:14][CH2:13][CH2:12][N:11]([C:15]2[CH:16]=[C:17]3[C:18](=[CH:19][CH:20]=2)[N:21]=[C:38]([C:37]2[CH:43]=[CH:44][CH:45]=[C:35]([O:34][CH3:33])[CH:36]=2)[N:23]([CH2:24][C:25](=[O:30])[NH:26][CH:27]([CH3:28])[CH3:29])[C:22]3=[O:31])[CH2:10][CH2:9]1)=[O:7])([CH3:2])([CH3:4])[CH3:3], predict the reactants needed to synthesize it. The reactants are: [C:1]([O:5][C:6]([N:8]1[CH2:14][CH2:13][CH2:12][N:11]([C:15]2[CH:20]=[CH:19][C:18]([NH2:21])=[C:17]([C:22](=[O:31])[NH:23][CH2:24][C:25](=[O:30])[NH:26][CH:27]([CH3:29])[CH3:28])[CH:16]=2)[CH2:10][CH2:9]1)=[O:7])([CH3:4])([CH3:3])[CH3:2].Cl.[CH3:33][O:34][C:35]1[CH:36]=[C:37]([CH:43]=[CH:44][CH:45]=1)[C:38](=N)OCC. (4) Given the product [CH:10]1([S:15][C:2]2[CH:9]=[CH:8][C:5]([CH:6]=[O:7])=[CH:4][CH:3]=2)[CH2:14][CH2:13][CH2:12][CH2:11]1, predict the reactants needed to synthesize it. The reactants are: F[C:2]1[CH:9]=[CH:8][C:5]([CH:6]=[O:7])=[CH:4][CH:3]=1.[CH:10]1([SH:15])[CH2:14][CH2:13][CH2:12][CH2:11]1.C([O-])([O-])=O.[K+].[K+]. (5) Given the product [F:1][C:2]1[C:10]2[O:9][C:8]([NH:11][C:12]3[CH:17]=[CH:16][CH:15]=[CH:14][C:13]=3[CH3:18])=[N:7][C:6]=2[CH:5]=[CH:4][C:3]=1[CH2:19][C:20]([N:22]1[CH2:26][C@@H:25]([F:27])[CH2:24][C@H:23]1[CH2:28][O:29][C:30]1[CH:31]=[CH:32][C:33]([C:34]([OH:36])=[O:35])=[CH:38][CH:39]=1)=[O:21], predict the reactants needed to synthesize it. The reactants are: [F:1][C:2]1[C:10]2[O:9][C:8]([NH:11][C:12]3[CH:17]=[CH:16][CH:15]=[CH:14][C:13]=3[CH3:18])=[N:7][C:6]=2[CH:5]=[CH:4][C:3]=1[CH2:19][C:20]([N:22]1[CH2:26][C@@H:25]([F:27])[CH2:24][C@H:23]1[CH2:28][O:29][C:30]1[CH:39]=[CH:38][C:33]([C:34]([O:36]C)=[O:35])=[CH:32][CH:31]=1)=[O:21].[OH-].[Na+]. (6) Given the product [ClH:27].[CH3:1][S:2]([C:5]1[CH:10]=[CH:9][C:8]([N:11]2[CH2:16][CH2:15][NH:14][CH2:13][CH2:12]2)=[CH:7][C:6]=1[NH:17][C:18]1[C:19]2[CH:26]=[CH:25][CH:24]=[CH:23][C:20]=2[S:21][CH:22]=1)(=[O:4])=[O:3], predict the reactants needed to synthesize it. The reactants are: [CH3:1][S:2]([C:5]1[CH:10]=[CH:9][C:8]([N:11]2[CH2:16][CH2:15][NH:14][CH2:13][CH2:12]2)=[CH:7][C:6]=1[NH:17][C:18]1[C:19]2[CH:26]=[CH:25][CH:24]=[CH:23][C:20]=2[S:21][CH:22]=1)(=[O:4])=[O:3].[ClH:27]. (7) The reactants are: C([O:3][C:4](=[O:22])[C:5]([CH3:21])([O:14][C:15]1[CH:20]=[CH:19][CH:18]=[CH:17][CH:16]=1)[CH2:6][C:7]1[CH:12]=[CH:11][C:10]([OH:13])=[CH:9][CH:8]=1)C.[CH3:23][C:24]1[O:28][C:27]([C:29]2[CH:34]=[CH:33][CH:32]=[C:31]([C:35]3[CH:39]=[CH:38][S:37][CH:36]=3)[CH:30]=2)=[N:26][C:25]=1[CH2:40][CH2:41]OS(C1C=CC(C)=CC=1)(=O)=O.C([O-])([O-])=O.[Cs+].[Cs+]. Given the product [CH3:21][C:5]([O:14][C:15]1[CH:16]=[CH:17][CH:18]=[CH:19][CH:20]=1)([CH2:6][C:7]1[CH:8]=[CH:9][C:10]([O:13][CH2:41][CH2:40][C:25]2[N:26]=[C:27]([C:29]3[CH:34]=[CH:33][CH:32]=[C:31]([C:35]4[CH:39]=[CH:38][S:37][CH:36]=4)[CH:30]=3)[O:28][C:24]=2[CH3:23])=[CH:11][CH:12]=1)[C:4]([OH:3])=[O:22], predict the reactants needed to synthesize it. (8) Given the product [C:14]1(=[O:20])[CH2:19][CH2:18][CH2:17][CH2:16][CH2:15]1.[CH:14]1([OH:20])[CH2:19][CH2:18][CH2:17][CH2:16][CH2:15]1, predict the reactants needed to synthesize it. The reactants are: C(OO)(C)(C)C.S([O-])([O-])(=O)=O.[Na+].[Na+].[C:14]1(=[O:20])[CH2:19][CH2:18][CH2:17][CH2:16][CH2:15]1.